This data is from NCI-60 drug combinations with 297,098 pairs across 59 cell lines. The task is: Regression. Given two drug SMILES strings and cell line genomic features, predict the synergy score measuring deviation from expected non-interaction effect. (1) Drug 1: CN(C)C1=NC(=NC(=N1)N(C)C)N(C)C. Drug 2: C1C(C(OC1N2C=NC3=C(N=C(N=C32)Cl)N)CO)O. Cell line: HS 578T. Synergy scores: CSS=-14.1, Synergy_ZIP=4.33, Synergy_Bliss=0.333, Synergy_Loewe=-5.37, Synergy_HSA=-7.06. (2) Drug 1: C1=CC(=CC=C1CCC2=CNC3=C2C(=O)NC(=N3)N)C(=O)NC(CCC(=O)O)C(=O)O. Drug 2: C1=CN(C=N1)CC(O)(P(=O)(O)O)P(=O)(O)O. Cell line: SK-MEL-5. Synergy scores: CSS=9.72, Synergy_ZIP=-3.66, Synergy_Bliss=-1.79, Synergy_Loewe=-4.83, Synergy_HSA=-1.79. (3) Drug 1: C1CN1P(=S)(N2CC2)N3CC3. Drug 2: C(CC(=O)O)C(=O)CN.Cl. Cell line: MCF7. Synergy scores: CSS=9.94, Synergy_ZIP=-4.47, Synergy_Bliss=-1.94, Synergy_Loewe=-0.110, Synergy_HSA=-0.349. (4) Drug 2: C1=C(C(=O)NC(=O)N1)F. Cell line: MOLT-4. Drug 1: COC1=C(C=C2C(=C1)N=CN=C2NC3=CC(=C(C=C3)F)Cl)OCCCN4CCOCC4. Synergy scores: CSS=32.5, Synergy_ZIP=5.47, Synergy_Bliss=2.00, Synergy_Loewe=6.68, Synergy_HSA=8.22. (5) Drug 1: CC1C(C(CC(O1)OC2CC(CC3=C2C(=C4C(=C3O)C(=O)C5=C(C4=O)C(=CC=C5)OC)O)(C(=O)C)O)N)O.Cl. Drug 2: C1=NC2=C(N1)C(=S)N=CN2. Cell line: COLO 205. Synergy scores: CSS=47.7, Synergy_ZIP=3.47, Synergy_Bliss=4.11, Synergy_Loewe=-6.79, Synergy_HSA=4.17. (6) Drug 1: CC1C(C(CC(O1)OC2CC(CC3=C2C(=C4C(=C3O)C(=O)C5=C(C4=O)C(=CC=C5)OC)O)(C(=O)CO)O)N)O. Drug 2: CC(C)(C#N)C1=CC=C(C=C1)N2C3=C4C=C(C=CC4=NC=C3N(C2=O)C)C5=CC6=CC=CC=C6N=C5. Cell line: NCIH23. Synergy scores: CSS=71.6, Synergy_ZIP=-3.62, Synergy_Bliss=-4.81, Synergy_Loewe=-1.75, Synergy_HSA=1.26. (7) Drug 1: CC1=C(C(=CC=C1)Cl)NC(=O)C2=CN=C(S2)NC3=CC(=NC(=N3)C)N4CCN(CC4)CCO. Drug 2: C1CCC(C(C1)[NH-])[NH-].C(=O)(C(=O)[O-])[O-].[Pt+4]. Cell line: HT29. Synergy scores: CSS=59.8, Synergy_ZIP=-4.76, Synergy_Bliss=-5.51, Synergy_Loewe=4.20, Synergy_HSA=6.68. (8) Drug 2: C(CC(=O)O)C(=O)CN.Cl. Drug 1: C1=CC(=CC=C1C#N)C(C2=CC=C(C=C2)C#N)N3C=NC=N3. Synergy scores: CSS=5.46, Synergy_ZIP=-1.59, Synergy_Bliss=-0.0999, Synergy_Loewe=-3.12, Synergy_HSA=-0.269. Cell line: NCI/ADR-RES.